Dataset: Full USPTO retrosynthesis dataset with 1.9M reactions from patents (1976-2016). Task: Predict the reactants needed to synthesize the given product. Given the product [O:62]1[CH2:63][CH2:64][N:59]([C:2]2[CH:18]=[N:17][C:5]3[S:6][CH2:7][CH2:8][N:9]([C:10]([O:12][C:13]([CH3:16])([CH3:15])[CH3:14])=[O:11])[C:4]=3[CH:3]=2)[CH2:60][CH2:61]1, predict the reactants needed to synthesize it. The reactants are: Cl[C:2]1[CH:18]=[N:17][C:5]2[S:6][CH2:7][CH2:8][N:9]([C:10]([O:12][C:13]([CH3:16])([CH3:15])[CH3:14])=[O:11])[C:4]=2[CH:3]=1.CC(C1C=C(C(C)C)C(C2C=CC=CC=2P(C2CCCCC2)C2CCCCC2)=C(C(C)C)C=1)C.CC(C)([O-])C.[Na+].[NH:59]1[CH2:64][CH2:63][O:62][CH2:61][CH2:60]1.